Task: Regression. Given a peptide amino acid sequence and an MHC pseudo amino acid sequence, predict their binding affinity value. This is MHC class II binding data.. Dataset: Peptide-MHC class II binding affinity with 134,281 pairs from IEDB (1) The peptide sequence is GWYDWQQVPFCSNHFTEL. The MHC is DRB5_0101 with pseudo-sequence DRB5_0101. The binding affinity (normalized) is 0. (2) The peptide sequence is HGRQIRMAKLFGRDPE. The MHC is DRB1_1101 with pseudo-sequence DRB1_1101. The binding affinity (normalized) is 0.851. (3) The peptide sequence is GELQIVDKIDYAFKI. The MHC is DRB1_1201 with pseudo-sequence DRB1_1201. The binding affinity (normalized) is 0.631. (4) The MHC is DRB1_0802 with pseudo-sequence DRB1_0802. The binding affinity (normalized) is 0.298. The peptide sequence is QPGVDIIEGPVKNVA. (5) The peptide sequence is KFFYLLGLSAIMQVF. The MHC is DRB1_0701 with pseudo-sequence DRB1_0701. The binding affinity (normalized) is 0.487. (6) The peptide sequence is LEVTEVFNFSQDDLL. The MHC is HLA-DQA10102-DQB10602 with pseudo-sequence HLA-DQA10102-DQB10602. The binding affinity (normalized) is 0.349. (7) The peptide sequence is YDKFLANVSTVLTGN. The MHC is DRB1_0701 with pseudo-sequence DRB1_0701. The binding affinity (normalized) is 0.962.